From a dataset of Reaction yield outcomes from USPTO patents with 853,638 reactions. Predict the reaction yield, written as a fraction of the theoretical maximum amount of product (1.0 means a 100% yield; for example, 0.34 means a 34% yield). (1) The reactants are [Cl:1][C:2]1[CH:3]=[C:4]([CH:20]=[CH:21][CH:22]=1)[CH2:5][O:6][C:7]1[CH:16]=[C:15]2[C:10]([CH:11]=[C:12]([C:17](O)=[O:18])[CH:13]=[N:14]2)=[CH:9][CH:8]=1.C(Cl)(=O)C(Cl)=O.[CH3:29][NH2:30]. The catalyst is C(Cl)Cl.CN(C=O)C. The product is [Cl:1][C:2]1[CH:3]=[C:4]([CH:20]=[CH:21][CH:22]=1)[CH2:5][O:6][C:7]1[CH:16]=[C:15]2[C:10]([CH:11]=[C:12]([C:17]([NH:30][CH3:29])=[O:18])[CH:13]=[N:14]2)=[CH:9][CH:8]=1. The yield is 0.370. (2) The reactants are [F:1][C:2]([F:17])([F:16])[C:3]1[C:11]2[CH2:10][CH2:9][CH2:8][CH2:7][C:6]=2[N:5]([CH2:12][C:13]([OH:15])=O)[N:4]=1.[S:18]1[CH:22]=[CH:21][CH:20]=[C:19]1[C:23]([NH:25][NH2:26])=O.[Cl-].ClC1N(C)C=C[N+]=1C.C(N(CC)CC)C. The catalyst is C(#N)C. The product is [S:18]1[CH:22]=[CH:21][CH:20]=[C:19]1[C:23]1[O:15][C:13]([CH2:12][N:5]2[C:6]3[CH2:7][CH2:8][CH2:9][CH2:10][C:11]=3[C:3]([C:2]([F:1])([F:17])[F:16])=[N:4]2)=[N:26][N:25]=1. The yield is 0.250. (3) The reactants are [C:1]([O:5][C:6]([C@@H:8]1[CH2:12][CH2:11][CH:10](OCC)[N:9]1[C:16]([O:18][C:19]([CH3:22])([CH3:21])[CH3:20])=[O:17])=[O:7])([CH3:4])([CH3:3])[CH3:2].[CH2:23]([Si](C)(C)C)[CH:24]=[CH2:25].B(F)(F)F.CCOCC.C([O-])(O)=O.[Na+]. The catalyst is C(Cl)Cl.CC(OC)(C)C. The product is [C:1]([O:5][C:6]([C@@H:8]1[CH2:12][CH2:11][CH:10]([CH2:25][CH:24]=[CH2:23])[N:9]1[C:16]([O:18][C:19]([CH3:20])([CH3:21])[CH3:22])=[O:17])=[O:7])([CH3:2])([CH3:3])[CH3:4]. The yield is 0.770. (4) The reactants are O=CC[C@H](N[C:12]([CH:14]1[CH2:19][CH2:18][C:17]([F:21])([F:20])[CH2:16][CH2:15]1)=[O:13])C1C=CC=CC=1.C(O[BH-](OC(=O)C)OC(=O)C)(=[O:24])C.[Na+].C(N(CC)CC)C. The catalyst is ClCCCl. The product is [F:20][C:17]1([F:21])[CH2:18][CH2:19][CH:14]([C:12]([OH:13])=[O:24])[CH2:15][CH2:16]1. The yield is 0.400. (5) The reactants are Cl[S:2]([C:5]1[S:6][CH:7]=[CH:8][C:9]=1[CH2:10][C:11]1[CH:16]=[CH:15][CH:14]=[CH:13][CH:12]=1)(=[O:4])=[O:3].[NH2:17][C:18]1[O:22][N:21]=[C:20]([CH3:23])[C:19]=1[Br:24]. No catalyst specified. The product is [Br:24][C:19]1[C:20]([CH3:23])=[N:21][O:22][C:18]=1[NH:17][S:2]([C:5]1[S:6][CH:7]=[CH:8][C:9]=1[CH2:10][C:11]1[CH:16]=[CH:15][CH:14]=[CH:13][CH:12]=1)(=[O:4])=[O:3]. The yield is 0.240. (6) The reactants are [CH2:1]([N:3]1[CH2:8][C:7]([CH3:10])([CH3:9])[O:6][C:5](=[O:11])[CH:4]1[CH2:12][C:13]([OH:15])=O)[CH3:2].C(N(C(C)C)CC)(C)C.CN(C(ON1N=NC2C=CC=NC1=2)=[N+](C)C)C.F[P-](F)(F)(F)(F)F.[Cl:49][C:50]1[CH:51]=[C:52]([CH:55]=[CH:56][C:57]=1[Cl:58])[CH2:53][NH2:54]. The catalyst is CN(C=O)C. The product is [Cl:49][C:50]1[CH:51]=[C:52]([CH:55]=[CH:56][C:57]=1[Cl:58])[CH2:53][NH:54][C:13](=[O:15])[CH2:12][CH:4]1[C:5](=[O:11])[O:6][C:7]([CH3:9])([CH3:10])[CH2:8][N:3]1[CH2:1][CH3:2]. The yield is 0.540. (7) The reactants are [F:1][CH:2]([F:35])[C:3]1[N:7]([C:8]2[N:13]=[C:12]3[N:14]([CH:17]4[CH2:22][CH2:21][NH:20][CH2:19][CH2:18]4)[N:15]=[CH:16][C:11]3=[C:10]([N:23]3[CH2:28][CH2:27][O:26][CH2:25][CH2:24]3)[N:9]=2)[C:6]2[CH:29]=[CH:30][CH:31]=[C:32]([O:33][CH3:34])[C:5]=2[N:4]=1.C([O-])([O-])=O.[K+].[K+].[CH3:42][S:43](Cl)(=[O:45])=[O:44]. The catalyst is C(Cl)Cl.O. The product is [F:35][CH:2]([F:1])[C:3]1[N:7]([C:8]2[N:13]=[C:12]3[N:14]([CH:17]4[CH2:22][CH2:21][N:20]([S:43]([CH3:42])(=[O:45])=[O:44])[CH2:19][CH2:18]4)[N:15]=[CH:16][C:11]3=[C:10]([N:23]3[CH2:24][CH2:25][O:26][CH2:27][CH2:28]3)[N:9]=2)[C:6]2[CH:29]=[CH:30][CH:31]=[C:32]([O:33][CH3:34])[C:5]=2[N:4]=1. The yield is 0.920. (8) The reactants are [F:1][C:2]1[CH:3]=[C:4]([N+:9]([O-:11])=[O:10])[CH:5]=[CH:6][C:7]=1F.[C:12]([O:16][C:17]([N:19]1[CH2:24][CH2:23][NH:22][CH2:21][CH2:20]1)=[O:18])([CH3:15])([CH3:14])[CH3:13]. The catalyst is C(#N)C. The product is [C:12]([O:16][C:17]([N:19]1[CH2:24][CH2:23][N:22]([C:7]2[CH:6]=[CH:5][C:4]([N+:9]([O-:11])=[O:10])=[CH:3][C:2]=2[F:1])[CH2:21][CH2:20]1)=[O:18])([CH3:15])([CH3:13])[CH3:14]. The yield is 0.720. (9) The reactants are [Cl:1][CH2:2][C:3]1[NH:12][C:11](=O)[C:10]2[C:5](=[CH:6][C:7]([O:17][CH2:18][CH3:19])=[C:8]([O:14][CH2:15][CH3:16])[CH:9]=2)[N:4]=1.[O-]P([O-])([O-])=O.[Na+].[Na+].[Na+].O.[OH-].[Na+].P(Cl)(Cl)([Cl:33])=O. No catalyst specified. The product is [Cl:33][C:11]1[C:10]2[C:5](=[CH:6][C:7]([O:17][CH2:18][CH3:19])=[C:8]([O:14][CH2:15][CH3:16])[CH:9]=2)[N:4]=[C:3]([CH2:2][Cl:1])[N:12]=1. The yield is 0.990.